The task is: Predict the reactants needed to synthesize the given product.. This data is from Full USPTO retrosynthesis dataset with 1.9M reactions from patents (1976-2016). (1) Given the product [CH3:2][O:1][CH:5]=[CH:33][C:32]([CH3:31])([CH3:38])[CH2:35][CH:36]=[CH2:37], predict the reactants needed to synthesize it. The reactants are: [O:1]1[CH2:5]CC[CH2:2]1.C([N-]C(C)C)(C)C.[Li+].C1(P(=O)(C2C=CC=CC=2)COC)C=CC=CC=1.[CH3:31][C:32]([CH3:38])([CH2:35][CH:36]=[CH2:37])[CH:33]=O. (2) The reactants are: C(OC1C=CC(N2CCN(CCCC3CCCCC3)CC2)=CC=1[Cl:30])C1C=CC=CC=1.C([O:38][C:39]1[CH:44]=[CH:43][C:42]([N:45]2[CH2:50][CH2:49][NH:48][CH2:47][CH2:46]2)=[CH:41][C:40]=1[F:51])C1C=CC=CC=1. Given the product [ClH:30].[F:51][C:40]1[CH:41]=[C:42]([N:45]2[CH2:46][CH2:47][NH:48][CH2:49][CH2:50]2)[CH:43]=[CH:44][C:39]=1[OH:38], predict the reactants needed to synthesize it. (3) Given the product [C:1]([O:7][CH2:8][N:9]1[C:13]2[N:14]=[N:15][CH:16]=[C:17]([C:18]3[CH:19]=[N:20][N:21]([C:24]4([CH2:25][C:26]#[N:31])[CH2:23][CH2:33][CH2:32][CH2:35][CH2:34]4)[CH:22]=3)[C:12]=2[CH:11]=[CH:10]1)(=[O:6])[C:2]([CH3:5])([CH3:4])[CH3:3], predict the reactants needed to synthesize it. The reactants are: [C:1]([O:7][CH2:8][N:9]1[C:13]2[N:14]=[N:15][CH:16]=[C:17]([C:18]3[CH:19]=[N:20][NH:21][CH:22]=3)[C:12]=2[CH:11]=[CH:10]1)(=[O:6])[C:2]([CH3:5])([CH3:4])[CH3:3].[CH2:23]1[CH2:33][CH2:32][N:31]2[C:26](=NCCC2)[CH2:25][CH2:24]1.[C:34](#N)[CH3:35]. (4) Given the product [CH3:16][O:17][C:18]1[CH:23]=[CH:22][C:21]([CH2:24][N:13]2[C:10]3=[N:11][CH:12]=[C:7]([C:5]([OH:4])=[O:6])[CH:8]=[C:9]3[CH:15]=[CH:14]2)=[CH:20][CH:19]=1, predict the reactants needed to synthesize it. The reactants are: [H-].[Na+].C[O:4][C:5]([C:7]1[CH:8]=[C:9]2[CH:15]=[CH:14][NH:13][C:10]2=[N:11][CH:12]=1)=[O:6].[CH3:16][O:17][C:18]1[CH:23]=[CH:22][C:21]([CH2:24]Br)=[CH:20][CH:19]=1.O. (5) Given the product [CH2:13]([O:15][C:16](=[O:34])[CH2:17][N:18]([CH2:19][C:20]1[CH:25]=[CH:24][C:23]([O:26][CH2:27][C:28]2[CH:33]=[CH:32][CH:31]=[CH:30][CH:29]=2)=[CH:22][CH:21]=1)[S:2]([NH:5][C:6]([O:12][C:8]([CH3:11])([CH3:10])[CH3:9])=[O:7])(=[O:4])=[O:3])[CH3:14], predict the reactants needed to synthesize it. The reactants are: Cl[S:2]([N:5]=[C:6]=[O:7])(=[O:4])=[O:3].[C:8]([OH:12])([CH3:11])([CH3:10])[CH3:9].[CH2:13]([O:15][C:16](=[O:34])[CH2:17][NH:18][CH2:19][C:20]1[CH:25]=[CH:24][C:23]([O:26][CH2:27][C:28]2[CH:33]=[CH:32][CH:31]=[CH:30][CH:29]=2)=[CH:22][CH:21]=1)[CH3:14].CCCCCC.C(OC(=O)C)C. (6) Given the product [Cl:1][S:2]([C:5]1[CH:6]=[CH:7][C:8]([CH3:14])=[C:9]([CH:13]=1)[C:10]([Cl:23])=[O:11])(=[O:4])=[O:3], predict the reactants needed to synthesize it. The reactants are: [Cl:1][S:2]([C:5]1[CH:6]=[CH:7][C:8]([CH3:14])=[C:9]([CH:13]=1)[C:10](O)=[O:11])(=[O:4])=[O:3].CN(C)C=O.C(Cl)(=O)C([Cl:23])=O.